The task is: Predict the reactants needed to synthesize the given product.. This data is from Full USPTO retrosynthesis dataset with 1.9M reactions from patents (1976-2016). (1) Given the product [F:8][C:4]1[C:3]([OH:9])=[C:2]2[C:7]([CH:14]=[CH:13][CH:18]=[N:1]2)=[CH:6][CH:5]=1, predict the reactants needed to synthesize it. The reactants are: [NH2:1][C:2]1[CH:7]=[CH:6][CH:5]=[C:4]([F:8])[C:3]=1[OH:9].[N+]([C:13]1[CH:18]=CC=C[CH:14]=1)([O-])=O.S(=O)(=O)(O)O.OCC(CO)O. (2) Given the product [Cl:1][C:2]1[CH:3]=[CH:4][C:5]([CH2:6][CH:7]2[CH2:11][CH2:10][NH:9][CH2:8]2)=[CH:13][CH:14]=1, predict the reactants needed to synthesize it. The reactants are: [Cl:1][C:2]1[CH:14]=[CH:13][C:5]([CH2:6][CH:7]2[CH2:11][CH2:10][NH:9][C:8]2=O)=[CH:4][CH:3]=1. (3) Given the product [F:18][C:17]([F:20])([F:19])[C:14]1[CH:15]=[CH:16][C:11]([NH:2][C@H:3]([CH2:8][CH3:9])[CH2:4][C:5]([OH:7])=[O:6])=[CH:12][CH:13]=1, predict the reactants needed to synthesize it. The reactants are: Cl.[NH2:2][C@H:3]([CH2:8][CH3:9])[CH2:4][C:5]([OH:7])=[O:6].Br[C:11]1[CH:16]=[CH:15][C:14]([C:17]([F:20])([F:19])[F:18])=[CH:13][CH:12]=1.C(=O)([O-])[O-].[K+].[K+].Cl. (4) Given the product [CH2:1]([O:3][C:4]([C:6]1[O:7][C:8]2[CH:14]=[CH:13][C:12]([NH2:15])=[CH:11][C:9]=2[CH:10]=1)=[O:5])[CH3:2], predict the reactants needed to synthesize it. The reactants are: [CH2:1]([O:3][C:4]([C:6]1[O:7][C:8]2[CH:14]=[CH:13][C:12]([N+:15]([O-])=O)=[CH:11][C:9]=2[CH:10]=1)=[O:5])[CH3:2]. (5) Given the product [OH:34][C:35]1[CH:36]=[C:37]([CH:41]=[CH:42][CH:43]=1)[C:38]([NH:27][C:16]1[CH:17]=[CH:18][C:19]([N:21]2[CH2:26][CH2:25][CH2:24][CH2:23][CH2:22]2)=[CH:20][C:15]=1[C:11]1[CH:10]=[C:9]([CH:14]=[CH:13][N:12]=1)[C:8]([NH:7][CH2:6][C:5]1[CH:29]=[CH:30][CH:31]=[C:3]([C:2]([F:1])([F:32])[F:33])[CH:4]=1)=[O:28])=[O:39], predict the reactants needed to synthesize it. The reactants are: [F:1][C:2]([F:33])([F:32])[C:3]1[CH:4]=[C:5]([CH:29]=[CH:30][CH:31]=1)[CH2:6][NH:7][C:8](=[O:28])[C:9]1[CH:14]=[CH:13][N:12]=[C:11]([C:15]2[CH:20]=[C:19]([N:21]3[CH2:26][CH2:25][CH2:24][CH2:23][CH2:22]3)[CH:18]=[CH:17][C:16]=2[NH2:27])[CH:10]=1.[OH:34][C:35]1[CH:36]=[C:37]([CH:41]=[CH:42][CH:43]=1)[C:38](O)=[O:39].C(N(C(C)C)CC)(C)C.CN(C(ON1N=NC2C=CC=NC1=2)=[N+](C)C)C.F[P-](F)(F)(F)(F)F. (6) Given the product [Br:8][C:9]1[CH:10]=[CH:11][CH:12]=[C:13]([CH2:15][N:4]2[CH2:5][CH2:6][CH2:7][CH:2]([CH3:1])[CH2:3]2)[N:14]=1, predict the reactants needed to synthesize it. The reactants are: [CH3:1][CH:2]1[CH2:7][CH2:6][CH2:5][NH:4][CH2:3]1.[Br:8][C:9]1[N:14]=[C:13]([CH:15]=O)[CH:12]=[CH:11][CH:10]=1.